Task: Predict the product of the given reaction.. Dataset: Forward reaction prediction with 1.9M reactions from USPTO patents (1976-2016) Given the reactants C([N:9]=[C:10]=[S:11])(=O)C1C=CC=CC=1.[Cl:12][C:13]1[CH:18]=[CH:17][C:16]([NH2:19])=[CH:15][C:14]=1[O:20][CH3:21].C(=O)([O-])[O-].[K+].[K+], predict the reaction product. The product is: [Cl:12][C:13]1[CH:18]=[CH:17][C:16]([NH:19][C:10]([NH2:9])=[S:11])=[CH:15][C:14]=1[O:20][CH3:21].